From a dataset of Catalyst prediction with 721,799 reactions and 888 catalyst types from USPTO. Predict which catalyst facilitates the given reaction. Reactant: [C:1](OC(OC(C)(C)C)=O)(OC(C)(C)C)=[O:2].[NH2:16][C:17]1[CH:18]=[C:19]([CH2:25][CH:26]([O:32][CH:33]([CH3:35])C)[C:27]([O:29][CH2:30][CH3:31])=[O:28])[CH:20]=[CH:21][C:22]=1[O:23][CH3:24].S(=O)(=O)(O)O.[C:41](#N)C. Product: [N:16]([C:17]1[CH:18]=[C:19]([CH2:25][CH:26]([O:32][CH2:33][CH2:35][CH3:41])[C:27]([O:29][CH2:30][CH3:31])=[O:28])[CH:20]=[CH:21][C:22]=1[O:23][CH3:24])=[C:1]=[O:2]. The catalyst class is: 599.